From a dataset of Full USPTO retrosynthesis dataset with 1.9M reactions from patents (1976-2016). Predict the reactants needed to synthesize the given product. (1) The reactants are: [Br:1][C:2]1[CH:7]=[CH:6][C:5]([CH:8]([CH2:19][CH2:20][CH3:21])[CH2:9][C:10]([C:12]2[CH:13]=[CH:14][C:15](=[O:18])[NH:16][CH:17]=2)=[O:11])=[C:4]([F:22])[CH:3]=1.IC.[C:25](=O)([O-])[O-].[K+].[K+]. Given the product [Br:1][C:2]1[CH:7]=[CH:6][C:5]([CH:8]([CH2:19][CH2:20][CH3:21])[CH2:9][C:10]([C:12]2[CH:13]=[CH:14][C:15](=[O:18])[N:16]([CH3:25])[CH:17]=2)=[O:11])=[C:4]([F:22])[CH:3]=1, predict the reactants needed to synthesize it. (2) Given the product [Cl:3][C:4]1[C:11]([C:12]([F:14])([F:15])[F:13])=[CH:10][CH:9]=[CH:8][C:5]=1[CH2:6][OH:7], predict the reactants needed to synthesize it. The reactants are: [BH4-].[Na+].[Cl:3][C:4]1[C:11]([C:12]([F:15])([F:14])[F:13])=[CH:10][CH:9]=[CH:8][C:5]=1[CH:6]=[O:7].S([O-])(O)(=O)=O.[Na+]. (3) Given the product [C:52]([C:7]1([NH:14][C:26](=[O:28])[CH2:25][C:16]2[CH:17]=[CH:18][C:19]3[C:24](=[CH:23][CH:22]=[CH:21][CH:20]=3)[CH:15]=2)[CH:6]=[C:5]([CH:1]2[CH2:2][CH2:3][CH2:4]2)[NH:9][NH:8]1)([CH3:53])([CH3:29])[CH3:51], predict the reactants needed to synthesize it. The reactants are: [CH:1]1([C:5]2[CH:6]=[C:7]([NH2:14])[N:8](C(C)(C)C)[N:9]=2)[CH2:4][CH2:3][CH2:2]1.[CH:15]1[C:24]2[C:19](=[CH:20][CH:21]=[CH:22][CH:23]=2)[CH:18]=[CH:17][C:16]=1[CH2:25][C:26]([OH:28])=O.[CH2:29](N(CC)CC)C.CCCP1(OP(CCC)(=O)OP([CH2:51][CH2:52][CH3:53])(=O)O1)=O.